This data is from Forward reaction prediction with 1.9M reactions from USPTO patents (1976-2016). The task is: Predict the product of the given reaction. (1) The product is: [CH3:11][C:8]1[CH:7]=[C:6]([C:4]([OH:5])=[O:3])[O:10][N:9]=1. Given the reactants C([O:3][C:4]([C:6]1[O:10][N:9]=[C:8]([CH3:11])[CH:7]=1)=[O:5])C.[OH-].[Na+].CO.Cl, predict the reaction product. (2) Given the reactants [I-].[NH2:2][C:3]1[CH:12]=[CH:11][CH:10]=[C:9]2[C:4]=1[CH:5]=[CH:6][N+:7]([CH3:13])=[CH:8]2.[BH4-].[Na+], predict the reaction product. The product is: [NH2:2][C:3]1[CH:12]=[CH:11][CH:10]=[C:9]2[C:4]=1[CH2:5][CH2:6][N:7]([CH3:13])[CH2:8]2. (3) Given the reactants [Br:1][C:2]1[CH:21]=[CH:20][C:19]([F:22])=[CH:18][C:3]=1[O:4][CH:5]1[CH2:8][N:7]([C:9]2[N:10]=[CH:11][C:12]([C:15]([OH:17])=O)=[N:13][CH:14]=2)[CH2:6]1.CN(C(ON1N=NC2C=CC=NC1=2)=[N+](C)C)C.F[P-](F)(F)(F)(F)F.C(N(CC)CC)C.[NH2:54][C:55]1[CH:60]=[CH:59][CH:58]=[CH:57][CH:56]=1.[NH4+].[Cl-], predict the reaction product. The product is: [Br:1][C:2]1[CH:21]=[CH:20][C:19]([F:22])=[CH:18][C:3]=1[O:4][CH:5]1[CH2:6][N:7]([C:9]2[N:10]=[CH:11][C:12]([C:15]([NH:54][C:55]3[CH:60]=[CH:59][CH:58]=[CH:57][CH:56]=3)=[O:17])=[N:13][CH:14]=2)[CH2:8]1. (4) The product is: [Br:1][C:2]1[CH:9]=[CH:8][C:5]([CH:6]=[CH:23][N+:20]([O-:22])=[O:21])=[C:4]([O:10][CH3:11])[CH:3]=1. Given the reactants [Br:1][C:2]1[CH:9]=[CH:8][C:5]([CH:6]=O)=[C:4]([O:10][CH3:11])[CH:3]=1.Cl.CN.C([O-])(=O)C.[Na+].[N+:20]([CH3:23])([O-:22])=[O:21], predict the reaction product. (5) Given the reactants [CH:1]1([CH2:5][N:6]([CH:31]2[CH2:36][CH2:35][O:34][CH2:33][CH2:32]2)[C:7]2[C:8]([O:29][CH3:30])=[N:9][N:10]3[C:14]([C:15]4[C:20]([O:21][CH3:22])=[CH:19][C:18]([CH2:23][O:24][CH2:25][CH3:26])=[CH:17][C:16]=4[O:27][CH3:28])=[CH:13][S:12][C:11]=23)[CH2:4][CH2:3][CH2:2]1.[CH3:37][S:38]([OH:41])(=[O:40])=[O:39], predict the reaction product. The product is: [CH3:37][S:38]([OH:41])(=[O:40])=[O:39].[CH:1]1([CH2:5][N:6]([CH:31]2[CH2:32][CH2:33][O:34][CH2:35][CH2:36]2)[C:7]2[C:8]([O:29][CH3:30])=[N:9][N:10]3[C:14]([C:15]4[C:20]([O:21][CH3:22])=[CH:19][C:18]([CH2:23][O:24][CH2:25][CH3:26])=[CH:17][C:16]=4[O:27][CH3:28])=[CH:13][S:12][C:11]=23)[CH2:4][CH2:3][CH2:2]1.